Dataset: Forward reaction prediction with 1.9M reactions from USPTO patents (1976-2016). Task: Predict the product of the given reaction. (1) Given the reactants [H-].[Al+3].[Li+].[H-].[H-].[H-].[CH2:7]([O:9][C:10]1[CH:15]=[C:14]([C:16](OCC)=[O:17])[CH:13]=[C:12]([O:21][CH2:22][O:23][CH2:24][CH2:25][O:26][CH3:27])[C:11]=1[C:28]1[CH:33]=[CH:32][C:31]([F:34])=[CH:30][CH:29]=1)[CH3:8].C1COCC1.O.O.O.O.O.O.O.O.O.O.S([O-])([O-])(=O)=O.[Na+].[Na+], predict the reaction product. The product is: [CH2:7]([O:9][C:10]1[CH:15]=[C:14]([CH2:16][OH:17])[CH:13]=[C:12]([O:21][CH2:22][O:23][CH2:24][CH2:25][O:26][CH3:27])[C:11]=1[C:28]1[CH:33]=[CH:32][C:31]([F:34])=[CH:30][CH:29]=1)[CH3:8]. (2) The product is: [CH:35]1([NH:34][C:21]2[N:20]=[C:19]([NH:13][C:12]3[CH:14]=[CH:15][C:9]([CH:5]4[CH2:6][CH2:7][CH2:8][N:3]([CH2:1][CH3:2])[CH2:4]4)=[CH:10][C:11]=3[O:16][CH3:17])[N:27]=[C:26]3[C:22]=2[N:23]=[CH:24][NH:25]3)[CH2:36][CH2:37][CH2:38][CH2:39][CH2:40]1. Given the reactants [CH2:1]([N:3]1[CH2:8][CH2:7][CH2:6][CH:5]([C:9]2[CH:15]=[CH:14][C:12]([NH2:13])=[C:11]([O:16][CH3:17])[CH:10]=2)[CH2:4]1)[CH3:2].Cl[C:19]1[N:27]=[C:26]2[C:22]([N:23]=[CH:24][N:25]2C2CCCCO2)=[C:21]([NH:34][CH:35]2[CH2:40][CH2:39][CH2:38][CH2:37][CH2:36]2)[N:20]=1, predict the reaction product.